Dataset: Reaction yield outcomes from USPTO patents with 853,638 reactions. Task: Predict the reaction yield, written as a fraction of the theoretical maximum amount of product (1.0 means a 100% yield; for example, 0.34 means a 34% yield). The reactants are [Br:1][C:2]1[C:10]2[N:9]=[CH:8][N:7]([CH2:11][C:12]3[CH:17]=[CH:16][CH:15]=[C:14]([C:18]([F:21])([F:20])[F:19])[C:13]=3[CH3:22])[C:6]=2[CH:5]=[C:4]([N+:23]([O-])=O)[CH:3]=1.O.O.[Sn](Cl)Cl.Cl. The catalyst is CO. The product is [Br:1][C:2]1[C:10]2[N:9]=[CH:8][N:7]([CH2:11][C:12]3[CH:17]=[CH:16][CH:15]=[C:14]([C:18]([F:20])([F:19])[F:21])[C:13]=3[CH3:22])[C:6]=2[CH:5]=[C:4]([NH2:23])[CH:3]=1. The yield is 0.980.